From a dataset of TCR-epitope binding with 47,182 pairs between 192 epitopes and 23,139 TCRs. Binary Classification. Given a T-cell receptor sequence (or CDR3 region) and an epitope sequence, predict whether binding occurs between them. (1) The epitope is TAFTIPSI. The TCR CDR3 sequence is CASSMVGSSTYNEQFF. Result: 0 (the TCR does not bind to the epitope). (2) The epitope is RTLNAWVKV. The TCR CDR3 sequence is CASSSDQLDRGSYEQYF. Result: 1 (the TCR binds to the epitope).